This data is from Forward reaction prediction with 1.9M reactions from USPTO patents (1976-2016). The task is: Predict the product of the given reaction. Given the reactants [Cl:1][C:2]1[CH:7]=[CH:6][C:5]([CH:8]2[C:12](=[O:13])[NH:11][C:10]3([CH2:18][CH2:17][N:16]([C:19]([O:21][C:22]([CH3:25])([CH3:24])[CH3:23])=[O:20])[CH2:15][CH2:14]3)[NH:9]2)=[CH:4][CH:3]=1.BrN1C(=O)CCC1=O.O, predict the reaction product. The product is: [Cl:1][C:2]1[CH:7]=[CH:6][C:5]([C:8]2[C:12](=[O:13])[NH:11][C:10]3([CH2:14][CH2:15][N:16]([C:19]([O:21][C:22]([CH3:25])([CH3:24])[CH3:23])=[O:20])[CH2:17][CH2:18]3)[N:9]=2)=[CH:4][CH:3]=1.